Regression. Given a target protein amino acid sequence and a drug SMILES string, predict the binding affinity score between them. We predict pIC50 (pIC50 = -log10(IC50 in M); higher means more potent). Dataset: bindingdb_ic50. From a dataset of Drug-target binding data from BindingDB using IC50 measurements. (1) The target protein (P21396) has sequence MTDLEKPNLAGHMFDVGLIGGGISGLAAAKLLSEYKINVLVLEARDRVGGRTYTVRNEHVKWVDVGGAYVGPTQNRILRLSKELGIETYKVNVNERLVQYVKGKTYPFRGAFPPVWNPLAYLDYNNLWRTMDEMGKEIPVDAPWQARHAQEWDKMTMKDLIDKICWTKTAREFAYLFVNINVTSEPHEVSALWFLWYVRQCGGTARIFSVTNGGQERKFVGGSGQVSEQIMGLLGDKVKLSSPVTYIDQTDDNIIVETLNHEHYECKYVISAIPPILTAKIHFKPELPPERNQLIQRLPMGAVIKCMVYYKEAFWKKKDYCGCMIIEDEEAPIAITLDDTKPDGSLPAIMGFILARKADRQAKLHKDIRKRKICELYAKVLGSQEALYPVHYEEKNWCEEQYSGGCYTAYFPPGIMTQYGRVIRQPVGRIYFAGTETATQWSGYMEGAVEAGERAAREVLNALGKVAKKDIWVEEPESKDVPAIEITHTFLERNLPSVPG.... The pIC50 is 7.9. The compound is COc1ccc2c3c([nH]c2c1)C(C)=NCC3. (2) The small molecule is Cc1cn(C)c2c1C(=O)N(c1cc(C)c3nnc(C)n3c1)C2c1ccc(Cl)cc1. The target protein sequence is NPPPPEVSNPKKPGRVTNQLQYLHKVVMKALWKHQFAWPFRQPVDAVKLGLPDYHKIIKQPMDMGTIKRRLENNYYWAASECMQDFNTMFTNCYIYNKPTDDIVLMAQTLEKIFLQKVASMPQEEQELVVTIPKNSHKKGAKLAALQGSVTSAHQVPAVSSVSHTALYTPPPEIPTTVLNIPHPSVISSPLLKSLHSAGPPLLAVTAAPPAQPLAKKKGVKRKADTTTPTPTAILAPGSPASPPGSLEPKAARLPPMRRESGRPIKPPRKDLPDSQQQHQSSKKGKLSEQLKHCNGILKELLSKKHAAYAWPFYKPVDASALGLHDYHDIIKHPMDLSTVKRKMENRDYRDAQEFAADVRLMFSNCYKYNPPDHDVVAMARKLQDVFEFRYAKMPDEPLEPGPL. The pIC50 is 7.4. (3) The small molecule is CC[C@H](C)[C@H](NC(=O)[C@H](CCC(N)=O)NC(C)=O)C(=O)N[C@H](C(=O)N[C@@H](Cc1c[nH]c2ccccc12)C(=O)N[C@H](C(=O)O)C(C)C)[C@@H](C)O. The target protein sequence is MSKTLKKKKHWLSKVQECAVSWAGPPGDFGAEIRGGAERGEFPYLGRLREEPGGGTCCVVSGKAPSPGDVLLEVNGTPVSGLTNRDTLAVIRHFREPIRLKTVKPGKVINKDLRHYLSLQFQKGSIDHKLQQVIRDNLYLRTIPCTTRAPRDGEVPGVDYNFISVEQFKALEESGALLESGTYDGNFYGTPKPPAEPSPFQPDPVDQVLFDNEFDAESQRKRTTSVSKMERMDSSLPEEEEDEDKEAINGSGNAENRERHSESSDWMKTVPSYNQTNSSMDFRNYMMRDETLEPLPKNWEMAYTDTGMIYFIDHNTKTTTWLDPRLCKKAKAPEDCEDGELPYGWEKIEDPQYGTYYVDFTLVAQAGVQWHDLGSLQPPPPGFNHLNQKTQFENPVEEAKRKKQLGQVEIGSSKPDMEKSHFTRDPSQLKGVLVRASLKKSTMGFGFTIIGGDRPDEFLQVKNVLKDGPAAQDGKIAPGDVIVDINGNCVLGHTHADVVQ.... The pIC50 is 5.3. (4) The small molecule is Clc1cccc(Nc2nnc(-c3ccccc3)c3ccccc23)c1. The target protein sequence is MGLYLLRAGVRLPLAVALLAACCGGEALVQIGLGVGEDHLLSLPAATWLVLRLRLGVLMIALTSAVRTVSLISLERFKVAWRPYLAYLAGVLGILLARYVEQILPQSAGAAPREHFGSQLLAGTKEDIPEFKRRRRSSSVVSAEMSGCSSKSHRRTSLPCIPREQLMGHSEWDHKRGPRGSQSSGTSITVDIAVMGEAHGLITDLLADPSLPPNVCTSLRAVSNLLSTQLTFQAIHKPRVNPAVSFSENYTCSDSEESAEKDKLAIPKRLRRSLPPGLLRRVSSTWTTTTSATGLPTLEPSPVRRDRSASIKLHEAPSSSAINPDSWKNPVMMTLTKSRSFTSSYAVSASNHVKAKKQSRPGSLVKISPLSSPCSSALQGTPASSPVSKISTVQFPEPADATAKQGLSSHKALTYTQSAPDLSPHILTPPVICSSCGRPYSQGNPADGPLERSGPAIQAQSRTDDTAQVTSDYETNNNSDSSDIVQNEDETECSREPLRK.... The pIC50 is 4.0. (5) The small molecule is CN(C)CCCCn1cnc2c(=O)[nH]c(Nc3ccccc3)nc21. The target protein (P04407) has sequence MASHAGQQHAPAFGQAARASGPTDGRAASRPSHRQGASEARGDPELPTLLRVYIDGPHGVGKTTTSAQLMEALGPRDNIVYVPEPMTYWQVLGASETLTNIYNTQHRLDRGEISAGEAAVVMTSAQITMSTPYAATDAVLAPHIGGEAVGPQAPPPALTLVFDRHPIASLLCYPAARYLMGSMTPQAVLAFVALMPPTAPGTNLVLGVLPEAEHADRLARRQRPGERLDLAMLSAIRRVYDLLANTVRYLQRGGRWREDWGRLTGVAAATPRPDPEDGAGSLPRIEDTLFALFRVPELLAPNGDLYHIFAWVLDVLADRLLPMHLFVLDYDQSPVGCRDALLRLTAGMIPTRVTTAGSIAEIRDLARTFAREVGGV. The pIC50 is 6.2. (6) The compound is O=c1[nH]c(=O)n([C@@H]2O[C@H](CO)[C@@H](O)C2(F)F)cc1Cl. The target protein (P13159) has sequence MASGTIPVQNEEIIKSQVNTVRIYIDGAYGIGKSLTAKYLVRADENRPGYTYYFPEPMLYWRSLFETDVVGGIYAVQDRKRRGELSAEDAAYITAHYQARFAAPYLLLHSRLSTITGYQKVVCEEHPDVTLIIDRHPLASLVCFPLARYFVGDMTLGSVLSLMATLPREPPGGNLVVTTLNIEEHLKRLRGRSRTGEQIDMKLIHALRNVYMMLVHTKKFLTKNTSWRDGWGKLKIFSHYERNRLVETTIVSDSTESDLCDTLFSVFKARELSDQNGDLLDMHAWVLDGLMETLQNLQIFTLNLEGTPDECAAALGALRQDMDMTFIAACDMHRISEALTIYH. The pIC50 is 4.0. (7) The compound is CCCCC(=O)C=C(C)C=CCCC(=O)N1CCCC1=O. The target protein (Q9QXE2) has sequence MDPQGIVKAFPKRKKSHADLSSKALAKIPKREVGEARGWLSSLRAHIMPAGIGRARAELFEKQIIHHGGQVCSAQAPGVTHIVVDEDMDYERALRLLRLPQLPPGAQLVKSTWLSLCLQEGRLTDTEGFSLPMPKRSLDEPQPSKSGQDASAPGTQRDLPRTTLSLSPPHTRAVSPPPTAEKPSRTQAQLSSEDETSDGEGPQVSSADLQALITGHYPTPPEEDGGPDPAPEALDKWVCAQPSSQKATNYNLHITEKLEVLAKAYSVQGDKWRALGYAKAINALKSFHKPVSSYQEACSIPGIGKRMAEKVMEILESGHLRKLDHISDSVPVLELFSNIWGAGTKTAQMWYHQGFRNLEDLQSLGSLTAQQAIGLKHYDDFLDRMPREEAAEIEQTVRISAQAFNPGLLCVACGSYRRGKMTCGDVDVLITHPDGRSHRGIFSCLLDSLRQQGFLTDDLVSQEENGQQQKYLGVCRLPGPGKRHRRLDIIVVPYCEFACA.... The pIC50 is 3.7.